This data is from Full USPTO retrosynthesis dataset with 1.9M reactions from patents (1976-2016). The task is: Predict the reactants needed to synthesize the given product. (1) Given the product [CH3:1][C:2]1([CH3:9])[O:7][CH2:6][CH:5]([OH:8])[CH2:4][O:3]1.[CH3:1][C:2]1([CH3:9])[O:7][CH2:6][CH:5]([O:10][N:11]2[C:12](=[O:21])[C:13]3[C:14](=[CH:17][CH:18]=[CH:19][CH:20]=3)[C:15]2=[O:16])[CH2:4][O:3]1, predict the reactants needed to synthesize it. The reactants are: [CH3:1][C:2]1([CH3:9])[O:7][CH2:6][CH:5]([OH:8])[CH2:4][O:3]1.[OH:10][N:11]1[C:15](=[O:16])[C:14]2=[CH:17][CH:18]=[CH:19][CH:20]=[C:13]2[C:12]1=[O:21].C1(P(C2C=CC=CC=2)C2C=CC=CC=2)C=CC=CC=1.N(C(OCC)=O)=NC(OCC)=O. (2) The reactants are: [I:1][C:2]1[CH:3]=[CH:4][CH:5]=[C:6]2[C:11]=1[N:10]=[C:9]([S:12][CH3:13])[N:8]([CH2:14][CH2:15][O:16][CH3:17])[C:7]2=[O:18].N(C[CH2:23][O:24][CH2:25]COC)=C=S. Given the product [I:1][C:2]1[CH:3]=[CH:4][CH:5]=[C:6]2[C:11]=1[N:10]=[C:9]([S:12][CH3:13])[N:8]([CH2:14][CH2:15][O:16][CH2:17][CH2:23][O:24][CH3:25])[C:7]2=[O:18], predict the reactants needed to synthesize it.